This data is from Catalyst prediction with 721,799 reactions and 888 catalyst types from USPTO. The task is: Predict which catalyst facilitates the given reaction. (1) Reactant: [Br:1][C:2]1[CH:3]=[C:4]2[C:9](=[CH:10][CH:11]=1)[C:8](=[O:12])[NH:7][C:6](=[O:13])[C:5]2=[CH:14]OC.Cl.[NH2:18][CH2:19][C:20]1[CH:25]=[CH:24][CH:23]=[CH:22][C:21]=1[OH:26].CCN(CC)CC. Product: [Br:1][C:2]1[CH:3]=[C:4]2[C:9](=[CH:10][CH:11]=1)[C:8](=[O:12])[NH:7][C:6](=[O:13])/[C:5]/2=[CH:14]\[NH:18][CH2:19][C:20]1[CH:25]=[CH:24][CH:23]=[CH:22][C:21]=1[OH:26]. The catalyst class is: 9. (2) Reactant: [I:1][C:2]1[C:10]2[C:5](=[CH:6][CH:7]=[C:8]([C:11]([OH:13])=O)[CH:9]=2)[NH:4][N:3]=1.[CH:14]1([CH:18]([C:20]2[CH:25]=[CH:24][CH:23]=[CH:22][N:21]=2)[NH2:19])[CH2:17][CH2:16][CH2:15]1.CN(C(ON1N=NC2C=CC=CC1=2)=[N+](C)C)C.[B-](F)(F)(F)F.CCN(C(C)C)C(C)C. Product: [CH:14]1([CH:18]([C:20]2[CH:25]=[CH:24][CH:23]=[CH:22][N:21]=2)[NH:19][C:11]([C:8]2[CH:9]=[C:10]3[C:5](=[CH:6][CH:7]=2)[NH:4][N:3]=[C:2]3[I:1])=[O:13])[CH2:15][CH2:16][CH2:17]1. The catalyst class is: 3. (3) Reactant: [CH2:1]([O:3][C:4](=[O:19])[CH2:5][O:6][C:7]1[CH:12]=[CH:11][C:10]([S:13][CH2:14][CH2:15][CH2:16]Br)=[CH:9][C:8]=1[CH3:18])[CH3:2].[N:20]1[N:21]([C:29]2[CH:34]=[C:33]([Cl:35])[CH:32]=[CH:31][C:30]=2[OH:36])[N:22]=[C:23]2[CH:28]=[CH:27][CH:26]=[CH:25][C:24]=12.C([O-])([O-])=O.[Cs+].[Cs+]. Product: [CH2:1]([O:3][C:4](=[O:19])[CH2:5][O:6][C:7]1[CH:12]=[CH:11][C:10]([S:13][CH2:14][CH2:15][CH2:16][O:36][C:30]2[CH:31]=[CH:32][C:33]([Cl:35])=[CH:34][C:29]=2[N:21]2[N:22]=[C:23]3[CH:28]=[CH:27][CH:26]=[CH:25][C:24]3=[N:20]2)=[CH:9][C:8]=1[CH3:18])[CH3:2]. The catalyst class is: 23. (4) Reactant: [Cl:1][C:2]1[C:3]([CH2:8][NH:9][C:10]([CH:12]2[CH2:17][CH2:16][C:15](=O)[CH2:14][CH2:13]2)=[O:11])=[N:4][CH:5]=[CH:6][N:7]=1.C(O)(=O)C.[N:23]1([C:29]([O:31][CH2:32][C:33]2[CH:38]=[CH:37][CH:36]=[CH:35][CH:34]=2)=[O:30])[CH2:28][CH2:27][NH:26][CH2:25][CH2:24]1.C([BH3-])#N.[Na+]. Product: [Cl:1][C:2]1[C:3]([CH2:8][NH:9][C:10]([CH:12]2[CH2:17][CH2:16][CH:15]([N:26]3[CH2:25][CH2:24][N:23]([C:29]([O:31][CH2:32][C:33]4[CH:38]=[CH:37][CH:36]=[CH:35][CH:34]=4)=[O:30])[CH2:28][CH2:27]3)[CH2:14][CH2:13]2)=[O:11])=[N:4][CH:5]=[CH:6][N:7]=1. The catalyst class is: 4. (5) Reactant: CCCC[N+](CCCC)(CCCC)CCCC.[F-].[Si]([O:36][CH2:37][CH2:38][CH2:39][N:40]1[C:44]2=[N:45][CH:46]=[CH:47][CH:48]=[C:43]2[C:42]([C:49]2[C:50](=[O:68])[NH:51][C:52](=[O:67])[C:53]=2[C:54]2[C:59]3[S:60][C:61]4[CH:66]=[CH:65][CH:64]=[CH:63][C:62]=4[C:58]=3[CH:57]=[CH:56][CH:55]=2)=[CH:41]1)(C(C)(C)C)(C1C=CC=CC=1)C1C=CC=CC=1. Product: [CH:57]1[C:58]2[C:62]3[CH:63]=[CH:64][CH:65]=[CH:66][C:61]=3[S:60][C:59]=2[C:54]([C:53]2[C:52](=[O:67])[NH:51][C:50](=[O:68])[C:49]=2[C:42]2[C:43]3[C:44](=[N:45][CH:46]=[CH:47][CH:48]=3)[N:40]([CH2:39][CH2:38][CH2:37][OH:36])[CH:41]=2)=[CH:55][CH:56]=1. The catalyst class is: 1. (6) Reactant: [Cl:1][C:2]1[C:3]([NH:23][C:24]2[CH:31]=[CH:30][CH:29]=[CH:28][C:25]=2[C:26]#[N:27])=[N:4][C:5]([NH:8][C:9]2[CH:14]=[CH:13][C:12]([N:15]3[CH2:20][CH2:19][O:18][CH2:17][CH2:16]3)=[CH:11][C:10]=2[O:21][CH3:22])=[N:6][CH:7]=1.Cl.C(N(CC)CC)C.[N-:40]=[N+:41]=[N-:42].[Na+]. Product: [Cl:1][C:2]1[C:3]([NH:23][C:24]2[CH:31]=[CH:30][CH:29]=[CH:28][C:25]=2[C:26]2[N:40]=[N:41][NH:42][N:27]=2)=[N:4][C:5]([NH:8][C:9]2[CH:14]=[CH:13][C:12]([N:15]3[CH2:20][CH2:19][O:18][CH2:17][CH2:16]3)=[CH:11][C:10]=2[O:21][CH3:22])=[N:6][CH:7]=1. The catalyst class is: 11.